Dataset: Reaction yield outcomes from USPTO patents with 853,638 reactions. Task: Predict the reaction yield, written as a fraction of the theoretical maximum amount of product (1.0 means a 100% yield; for example, 0.34 means a 34% yield). (1) The product is [Br:26][C:23]1[CH:24]=[CH:25][C:20]([NH:19][C:18]2[C:5]([C:3]([OH:4])=[O:2])=[CH:6][C:7]3[N:11]([CH2:12][CH2:13][CH2:14][CH:15]=[CH2:16])[CH:10]=[N:9][C:8]=3[C:17]=2[F:28])=[C:21]([CH3:27])[CH:22]=1. The catalyst is C1COCC1. The yield is 1.00. The reactants are C[O:2][C:3]([C:5]1[C:18]([NH:19][C:20]2[CH:25]=[CH:24][C:23]([Br:26])=[CH:22][C:21]=2[CH3:27])=[C:17]([F:28])[C:8]2[N:9]=[CH:10][N:11]([CH2:12][CH2:13][CH2:14][CH:15]=[CH2:16])[C:7]=2[CH:6]=1)=[O:4].CO.[OH-].[Na+]. (2) The reactants are [N+:1]([C:4]1[CH:20]=[CH:19][C:7]2[NH:8][C:9](=[O:18])[CH:10]([C:12]3[CH:17]=[CH:16][CH:15]=[CH:14][CH:13]=3)[O:11][C:6]=2[CH:5]=1)([O-:3])=[O:2].C(=O)([O-])[O-].[K+].[K+].I[CH2:28][CH3:29].O. The catalyst is CN(C=O)C. The product is [CH2:28]([N:8]1[C:7]2[CH:19]=[CH:20][C:4]([N+:1]([O-:3])=[O:2])=[CH:5][C:6]=2[O:11][CH:10]([C:12]2[CH:17]=[CH:16][CH:15]=[CH:14][CH:13]=2)[C:9]1=[O:18])[CH3:29]. The yield is 0.330. (3) The reactants are [CH2:1]1[C:9]2[C:4](=[CH:5][C:6]([CH2:10][C:11]#[N:12])=[CH:7][CH:8]=2)[CH2:3][CH2:2]1.[OH-].[Na+].Br[CH2:16][CH2:17]Cl. The catalyst is C1(C)C=CC=CC=1.[N+](CCCC)(CCCC)(CCCC)CCCC.[Br-].O. The product is [CH2:3]1[C:4]2[C:9](=[CH:8][CH:7]=[C:6]([C:10]3([C:11]#[N:12])[CH2:17][CH2:16]3)[CH:5]=2)[CH2:1][CH2:2]1. The yield is 0.160. (4) The reactants are [H-].[Na+].[Cl:3][C:4]1[CH:12]=[C:11]([Cl:13])[CH:10]=[C:9]2[C:5]=1[CH:6]=[C:7]([C:14]([O:16][CH2:17][CH3:18])=[O:15])[NH:8]2.I[CH3:20]. The catalyst is CN(C=O)C. The product is [Cl:3][C:4]1[CH:12]=[C:11]([Cl:13])[CH:10]=[C:9]2[C:5]=1[CH:6]=[C:7]([C:14]([O:16][CH2:17][CH3:18])=[O:15])[N:8]2[CH3:20]. The yield is 0.970. (5) The reactants are [C:1]([O:5][C:6]([N:8]1[CH:12]=[CH:11][CH:10]=[C:9]1[C:13]1[CH:18]=[CH:17][C:16]([O:19][CH3:20])=[C:15]([CH2:21][C:22]([C:24]2[CH:29]=[CH:28][C:27]([C:30]([O:32]C)=[O:31])=[CH:26][CH:25]=2)=[O:23])[CH:14]=1)=[O:7])([CH3:4])([CH3:3])[CH3:2].C1COCC1. The catalyst is CO. The product is [C:1]([O:5][C:6]([N:8]1[CH:12]=[CH:11][CH:10]=[C:9]1[C:13]1[CH:18]=[CH:17][C:16]([O:19][CH3:20])=[C:15]([CH2:21][C:22]([C:24]2[CH:29]=[CH:28][C:27]([C:30]([OH:32])=[O:31])=[CH:26][CH:25]=2)=[O:23])[CH:14]=1)=[O:7])([CH3:4])([CH3:2])[CH3:3]. The yield is 0.190. (6) The reactants are [NH2:1][C:2]1[N:3]=[CH:4][C:5]([C:8]2[CH:9]=[C:10]([OH:15])[CH:11]=[CH:12][C:13]=2[Cl:14])=[N:6][CH:7]=1.I[CH:17]([CH3:19])[CH3:18].C([O-])([O-])=O.[K+].[K+]. The catalyst is CN(C=O)C.O. The product is [Cl:14][C:13]1[CH:12]=[CH:11][C:10]([O:15][CH:17]([CH3:19])[CH3:18])=[CH:9][C:8]=1[C:5]1[N:6]=[CH:7][C:2]([NH2:1])=[N:3][CH:4]=1. The yield is 0.630. (7) The reactants are Br[C:2]1[CH:3]=[C:4]([C:8]2[N:17]=[C:16]([C:18]([O:20][CH2:21][CH3:22])=[O:19])[C:15]3[C:10](=[CH:11][CH:12]=[C:13]([O:23][CH3:24])[CH:14]=3)[N:9]=2)[CH:5]=[CH:6][CH:7]=1.[C:25]([C@:27]1([OH:34])[CH2:31][CH2:30][N:29]([CH3:32])[C:28]1=[O:33])#[CH:26]. No catalyst specified. The product is [OH:34][C@@:27]1([C:25]#[C:26][C:2]2[CH:3]=[C:4]([C:8]3[N:17]=[C:16]([C:18]([O:20][CH2:21][CH3:22])=[O:19])[C:15]4[C:10](=[CH:11][CH:12]=[C:13]([O:23][CH3:24])[CH:14]=4)[N:9]=3)[CH:5]=[CH:6][CH:7]=2)[CH2:31][CH2:30][N:29]([CH3:32])[C:28]1=[O:33]. The yield is 0.710.